From a dataset of Full USPTO retrosynthesis dataset with 1.9M reactions from patents (1976-2016). Predict the reactants needed to synthesize the given product. Given the product [Cl:1][C:2]1[C:10]([O:11][CH:12]([CH3:14])[CH3:13])=[CH:9][C:8]([C:15]2[CH:16]=[N:17][N:18]([CH3:20])[CH:19]=2)=[CH:7][C:3]=1[C:4]([NH:53][CH2:54][C:55]1[C:56](=[O:63])[NH:57][C:58]([CH3:62])=[CH:59][C:60]=1[CH3:61])=[O:6], predict the reactants needed to synthesize it. The reactants are: [Cl:1][C:2]1[C:10]([O:11][CH:12]([CH3:14])[CH3:13])=[CH:9][C:8]([C:15]2[CH:16]=[N:17][N:18]([CH3:20])[CH:19]=2)=[CH:7][C:3]=1[C:4]([OH:6])=O.F[P-](F)(F)(F)(F)F.N1(OC(N(C)C)=[N+](C)C)C2N=CC=CC=2N=N1.CN1CCOCC1.Cl.[NH2:53][CH2:54][C:55]1[C:56](=[O:63])[NH:57][C:58]([CH3:62])=[CH:59][C:60]=1[CH3:61].